Dataset: Reaction yield outcomes from USPTO patents with 853,638 reactions. Task: Predict the reaction yield, written as a fraction of the theoretical maximum amount of product (1.0 means a 100% yield; for example, 0.34 means a 34% yield). The reactants are [CH3:1][O:2][C:3]1[CH:8]=[CH:7][CH:6]=[CH:5][C:4]=1[C:9]1[C:13]([C:14]([OH:16])=O)=[C:12]([CH3:17])[O:11][N:10]=1.[NH2:18][C:19]1[CH:26]=[C:25]([N:27]2[CH2:32][CH2:31][NH:30][CH2:29][CH2:28]2)[C:24]([Cl:33])=[CH:23][C:20]=1[C:21]#[N:22].C(O)(C(F)(F)F)=O.C(Cl)CCl. The catalyst is CN(C1C=CN=CC=1)C.C(Cl)Cl. The product is [NH2:18][C:19]1[CH:26]=[C:25]([N:27]2[CH2:28][CH2:29][N:30]([C:14]([C:13]3[C:9]([C:4]4[CH:5]=[CH:6][CH:7]=[CH:8][C:3]=4[O:2][CH3:1])=[N:10][O:11][C:12]=3[CH3:17])=[O:16])[CH2:31][CH2:32]2)[C:24]([Cl:33])=[CH:23][C:20]=1[C:21]#[N:22]. The yield is 0.520.